This data is from TCR-epitope binding with 47,182 pairs between 192 epitopes and 23,139 TCRs. The task is: Binary Classification. Given a T-cell receptor sequence (or CDR3 region) and an epitope sequence, predict whether binding occurs between them. The epitope is RLDKVEAEV. The TCR CDR3 sequence is CASSGMGDEQFF. Result: 0 (the TCR does not bind to the epitope).